From a dataset of NCI-60 drug combinations with 297,098 pairs across 59 cell lines. Regression. Given two drug SMILES strings and cell line genomic features, predict the synergy score measuring deviation from expected non-interaction effect. (1) Drug 1: C1=C(C(=O)NC(=O)N1)F. Drug 2: CC1=CC=C(C=C1)C2=CC(=NN2C3=CC=C(C=C3)S(=O)(=O)N)C(F)(F)F. Cell line: UO-31. Synergy scores: CSS=26.3, Synergy_ZIP=-6.74, Synergy_Bliss=-4.99, Synergy_Loewe=-3.00, Synergy_HSA=-1.66. (2) Drug 1: C1=C(C(=O)NC(=O)N1)F. Drug 2: CC(C)CN1C=NC2=C1C3=CC=CC=C3N=C2N. Cell line: CCRF-CEM. Synergy scores: CSS=11.8, Synergy_ZIP=-11.5, Synergy_Bliss=-23.5, Synergy_Loewe=-24.4, Synergy_HSA=-23.3.